Dataset: Full USPTO retrosynthesis dataset with 1.9M reactions from patents (1976-2016). Task: Predict the reactants needed to synthesize the given product. The reactants are: CO[C:3]([C:5]1[CH:10]=[N:9][CH:8]=[CH:7][N:6]=1)=[O:4].C[Si]([C:15]([F:18])([F:17])[F:16])(C)C.[F-].[Cs+]. Given the product [F:16][C:15]([F:18])([F:17])[C:3]([C:5]1[CH:10]=[N:9][CH:8]=[CH:7][N:6]=1)=[O:4], predict the reactants needed to synthesize it.